From a dataset of Full USPTO retrosynthesis dataset with 1.9M reactions from patents (1976-2016). Predict the reactants needed to synthesize the given product. (1) Given the product [C:25]([C:29]1[CH:34]=[CH:33][C:32]([S:35]([N:22]([CH:20]([C:10]2[N:9]([C:6]3[CH:7]=[CH:8][C:3]([N:2]([CH3:1])[CH3:24])=[CH:4][CH:5]=3)[C:18](=[O:19])[C:17]3[C:12](=[CH:13][CH:14]=[CH:15][CH:16]=3)[N:11]=2)[CH3:21])[CH3:23])(=[O:37])=[O:36])=[CH:31][CH:30]=1)([CH3:28])([CH3:26])[CH3:27], predict the reactants needed to synthesize it. The reactants are: [CH3:1][N:2]([CH3:24])[C:3]1[CH:8]=[CH:7][C:6]([N:9]2[C:18](=[O:19])[C:17]3[C:12](=[CH:13][CH:14]=[CH:15][CH:16]=3)[N:11]=[C:10]2[CH:20]([NH:22][CH3:23])[CH3:21])=[CH:5][CH:4]=1.[C:25]([C:29]1[CH:34]=[CH:33][C:32]([S:35](Cl)(=[O:37])=[O:36])=[CH:31][CH:30]=1)([CH3:28])([CH3:27])[CH3:26]. (2) Given the product [F:1][C:2]1[CH:3]=[CH:4][C:5]([N:8]2[C:16]3[CH:15]=[C:14]4[CH2:17][CH2:18][C@H:19]5[C:24]([C@@:13]4([CH3:30])[CH2:12][C:11]=3[CH:10]=[N:9]2)=[CH:23][CH2:22][C@@H:21]([C:25]([F:27])([F:26])[F:28])[C@@H:20]5[NH:29][C:31](=[O:38])[C:32]2[CH:37]=[CH:36][CH:35]=[CH:34][CH:33]=2)=[CH:6][CH:7]=1, predict the reactants needed to synthesize it. The reactants are: [F:1][C:2]1[CH:7]=[CH:6][C:5]([N:8]2[C:16]3[CH:15]=[C:14]4[CH2:17][CH2:18][C@H:19]5[C:24]([C@@:13]4([CH3:30])[CH2:12][C:11]=3[CH:10]=[N:9]2)=[CH:23][CH2:22][C@@H:21]([C:25]([F:28])([F:27])[F:26])[C@@H:20]5[NH2:29])=[CH:4][CH:3]=1.[C:31](Cl)(=[O:38])[C:32]1[CH:37]=[CH:36][CH:35]=[CH:34][CH:33]=1. (3) The reactants are: [CH:1]([C@@H:5]([C:8](=[O:88])[NH:9][C@@H:10]([CH2:84][CH:85]([CH3:87])[CH3:86])[C:11](=[O:83])[N:12]([CH3:82])[C@@H:13]([CH2:78][CH:79]([CH3:81])[CH3:80])[C:14](=[O:77])[NH:15][C@@H:16]([CH3:76])[C:17](=[O:75])[NH:18][C@H:19]([CH3:74])[C:20](=[O:73])[N:21]([CH3:72])[C@@H:22]([CH2:68][CH:69]([CH3:71])[CH3:70])[C:23](=[O:67])[NH:24][C@@H:25]([CH2:63][CH:64]([CH3:66])[CH3:65])[C:26](=[O:62])[N:27]([CH3:61])[C@@H:28]([CH:58]([CH3:60])[CH3:59])[C:29](=[O:57])[N:30]([CH3:56])[C@@H:31]([C@H:48]([OH:55])[C@H:49]([CH3:54])[CH2:50]/[CH:51]=[CH:52]/[CH3:53])[C:32](=[O:47])[NH:33][C@@H:34]([C@H:44]([OH:46])[CH3:45])[C:35](=[O:43])[N:36]([CH3:42])[CH2:37][C:38]([O:40]C)=[O:39])[NH:6][CH3:7])([CH2:3][CH3:4])[CH3:2].[Li+].[OH-].C(O)(=O)CC(CC(O)=O)(C(O)=O)O. Given the product [CH:1]([C@@H:5]([C:8](=[O:88])[NH:9][C@@H:10]([CH2:84][CH:85]([CH3:87])[CH3:86])[C:11](=[O:83])[N:12]([CH3:82])[C@@H:13]([CH2:78][CH:79]([CH3:81])[CH3:80])[C:14](=[O:77])[NH:15][C@@H:16]([CH3:76])[C:17](=[O:75])[NH:18][C@H:19]([CH3:74])[C:20](=[O:73])[N:21]([CH3:72])[C@@H:22]([CH2:68][CH:69]([CH3:70])[CH3:71])[C:23](=[O:67])[NH:24][C@@H:25]([CH2:63][CH:64]([CH3:65])[CH3:66])[C:26](=[O:62])[N:27]([CH3:61])[C@@H:28]([CH:58]([CH3:59])[CH3:60])[C:29](=[O:57])[N:30]([CH3:56])[C@@H:31]([C@H:48]([OH:55])[C@H:49]([CH3:54])[CH2:50]/[CH:51]=[CH:52]/[CH3:53])[C:32](=[O:47])[NH:33][C@@H:34]([C@H:44]([OH:46])[CH3:45])[C:35](=[O:43])[N:36]([CH3:42])[CH2:37][C:38]([OH:40])=[O:39])[NH:6][CH3:7])([CH2:3][CH3:4])[CH3:2], predict the reactants needed to synthesize it. (4) Given the product [N:1]1([CH2:5][C:6]2[CH:7]=[C:8]([C:21]3[N:26]=[C:25]([CH3:27])[N:24]=[C:23]([NH2:28])[N:22]=3)[C:9]([NH:12][C:13]3[CH:14]=[N:15][C:16]([O:19][CH3:20])=[CH:17][CH:18]=3)=[N:10][CH:11]=2)[CH2:4][CH2:3][CH2:2]1, predict the reactants needed to synthesize it. The reactants are: [N:1]1([CH2:5][C:6]2[CH:7]=[C:8]([C:21]3[N:26]=[C:25]([CH3:27])[N:24]=[C:23]([N:28](CC4C=CC(OC)=CC=4)CC4C=CC(OC)=CC=4)[N:22]=3)[C:9]([NH:12][C:13]3[CH:14]=[N:15][C:16]([O:19][CH3:20])=[CH:17][CH:18]=3)=[N:10][CH:11]=2)[CH2:4][CH2:3][CH2:2]1.FC(F)(F)S(O)(=O)=O. (5) Given the product [F:25][C:23]1[CH:22]=[CH:21][C:3]([O:4][CH2:5][C:6]([N:8]([CH:18]([CH3:20])[CH3:19])[NH:9][C:10](=[O:17])[C:11]2[CH:16]=[CH:15][CH:14]=[CH:13][CH:12]=2)=[O:7])=[C:2]([C:38]2[CH:37]=[CH:36][CH:35]=[C:34]([O:33][CH3:32])[CH:39]=2)[CH:24]=1, predict the reactants needed to synthesize it. The reactants are: Br[C:2]1[CH:24]=[C:23]([F:25])[CH:22]=[CH:21][C:3]=1[O:4][CH2:5][C:6]([N:8]([CH:18]([CH3:20])[CH3:19])[NH:9][C:10](=[O:17])[C:11]1[CH:16]=[CH:15][CH:14]=[CH:13][CH:12]=1)=[O:7].C([O-])([O-])=O.[Na+].[Na+].[CH3:32][O:33][C:34]1[CH:35]=[C:36](B(O)O)[CH:37]=[CH:38][CH:39]=1. (6) Given the product [C:16]([NH:15][C:11]1[O:12][C:13]2[C:8]([CH:9]([C:27]3[CH:28]=[N:29][C:30]4[C:35]([CH:36]=3)=[CH:34][CH:33]=[CH:32][CH:31]=4)[C:10]=1[C:22]([O:24][CH2:25][CH3:26])=[O:23])=[CH:7][CH:6]=[C:5]([OH:4])[CH:14]=2)(=[O:18])[CH3:17], predict the reactants needed to synthesize it. The reactants are: C([O:4][C:5]1[CH:14]=[C:13]2[C:8]([CH:9]([C:27]3[CH:28]=[N:29][C:30]4[C:35]([CH:36]=3)=[CH:34][CH:33]=[CH:32][CH:31]=4)[C:10]([C:22]([O:24][CH2:25][CH3:26])=[O:23])=[C:11]([N:15](C(=O)C)[C:16](=[O:18])[CH3:17])[O:12]2)=[CH:7][CH:6]=1)(=O)C.O.NN. (7) The reactants are: Cl.[O:2]1[CH2:7][CH2:6][N:5]([CH2:8][CH2:9][CH2:10][C:11]([OH:13])=O)[CH2:4][CH2:3]1.[I:14][C:15]1[CH:16]=[CH:17][C:18]2[N:19]([CH:21]=[C:22]([NH2:24])[N:23]=2)[CH:20]=1.CCN=C=NCCCN(C)C.CCN(C(C)C)C(C)C. Given the product [I:14][C:15]1[CH:16]=[CH:17][C:18]2[N:19]([CH:21]=[C:22]([NH:24][C:11](=[O:13])[CH2:10][CH2:9][CH2:8][N:5]3[CH2:4][CH2:3][O:2][CH2:7][CH2:6]3)[N:23]=2)[CH:20]=1, predict the reactants needed to synthesize it. (8) Given the product [C:13]([C:4]1[CH:3]=[C:2]([C:17]#[N:18])[CH:12]=[CH:11][C:5]=1[O:6][CH2:7][C:8]([OH:10])=[O:9])([CH3:16])([CH3:15])[CH3:14], predict the reactants needed to synthesize it. The reactants are: Br[C:2]1[CH:12]=[CH:11][C:5]([O:6][CH2:7][C:8]([OH:10])=[O:9])=[C:4]([C:13]([CH3:16])([CH3:15])[CH3:14])[CH:3]=1.[CH3:17][N:18](C)C=O.